Task: Predict the product of the given reaction.. Dataset: Forward reaction prediction with 1.9M reactions from USPTO patents (1976-2016) (1) Given the reactants [S:1]1[C:5]([C:6]2[C:14]3[C:9](=[CH:10][CH:11]=C(C#N)[CH:13]=3)[NH:8][N:7]=2)=[CH:4][C:3]2[CH:17]=[CH:18][CH:19]=[CH:20][C:2]1=2.[C:21]([OH:24])(=[O:23])[CH3:22].O.S(=O)(=O)(O)O, predict the reaction product. The product is: [S:1]1[C:5]([C:6]2[C:14]3[C:9](=[CH:10][CH:11]=[C:22]([C:21]([OH:24])=[O:23])[CH:13]=3)[NH:8][N:7]=2)=[CH:4][C:3]2[CH:17]=[CH:18][CH:19]=[CH:20][C:2]1=2. (2) Given the reactants Br[C:2]1[CH:7]=[C:6]([N+:8]([O-:10])=[O:9])[CH:5]=[CH:4][C:3]=1[S:11]([CH:14]([CH3:16])[CH3:15])(=[O:13])=[O:12].[C:17]([O:21][C:22]([N:24]1[CH:28]=[CH:27][CH:26]=[C:25]1B(O)O)=[O:23])([CH3:20])([CH3:19])[CH3:18].C(=O)([O-])[O-].[Na+].[Na+], predict the reaction product. The product is: [CH:14]([S:11]([C:3]1[CH:4]=[CH:5][C:6]([N+:8]([O-:10])=[O:9])=[CH:7][C:2]=1[C:25]1[N:24]([C:22]([O:21][C:17]([CH3:20])([CH3:19])[CH3:18])=[O:23])[CH:28]=[CH:27][CH:26]=1)(=[O:13])=[O:12])([CH3:16])[CH3:15]. (3) Given the reactants [NH2:1][C:2]([C:4]1[CH:5]=[N:6][C:7]2[C:12]([C:13]=1[NH:14][C:15]1[CH:16]=[C:17]([CH:23]=[CH:24][CH:25]=1)[C:18]([O:20]CC)=[O:19])=[CH:11][CH:10]=[C:9]([C:26]1[C:27]([O:34][CH3:35])=[N:28][C:29]([O:32][CH3:33])=[N:30][CH:31]=1)[CH:8]=2)=[O:3].[OH-].[Na+], predict the reaction product. The product is: [NH2:1][C:2]([C:4]1[CH:5]=[N:6][C:7]2[C:12]([C:13]=1[NH:14][C:15]1[CH:16]=[C:17]([CH:23]=[CH:24][CH:25]=1)[C:18]([OH:20])=[O:19])=[CH:11][CH:10]=[C:9]([C:26]1[C:27]([O:34][CH3:35])=[N:28][C:29]([O:32][CH3:33])=[N:30][CH:31]=1)[CH:8]=2)=[O:3]. (4) Given the reactants C([O-])(=O)C.[K+].Br[C:7]1[CH:12]=[CH:11][C:10]([S:13]([CH:16]2[CH2:19][N:18]([C:20]([O:22][C:23]([CH3:26])([CH3:25])[CH3:24])=[O:21])[CH2:17]2)(=[O:15])=[O:14])=[CH:9][CH:8]=1.[B:27]1([B:27]2[O:31][C:30]([CH3:33])([CH3:32])[C:29]([CH3:35])([CH3:34])[O:28]2)[O:31][C:30]([CH3:33])([CH3:32])[C:29]([CH3:35])([CH3:34])[O:28]1, predict the reaction product. The product is: [C:23]([O:22][C:20]([N:18]1[CH2:19][CH:16]([S:13]([C:10]2[CH:11]=[CH:12][C:7]([B:27]3[O:31][C:30]([CH3:33])([CH3:32])[C:29]([CH3:35])([CH3:34])[O:28]3)=[CH:8][CH:9]=2)(=[O:15])=[O:14])[CH2:17]1)=[O:21])([CH3:26])([CH3:25])[CH3:24]. (5) Given the reactants C([O:3][C:4](=[O:30])[C@H:5]([CH3:29])[CH2:6][C@H:7]([NH:21][C:22](=[O:28])[CH2:23][CH2:24][C:25](O)=[O:26])[CH2:8][C:9]1[CH:14]=[CH:13][C:12]([C:15]2[CH:20]=[CH:19][CH:18]=[CH:17][CH:16]=2)=[CH:11][CH:10]=1)C.[C:31]1([C:53]2[CH:58]=[CH:57][CH:56]=[CH:55][CH:54]=2)[CH:36]=[CH:35][C:34]([CH2:37][C@@H:38]([NH:45][C:46]([O:48][C:49]([CH3:52])([CH3:51])[CH3:50])=[O:47])[CH2:39][C@@H:40]([CH3:44])[C:41]([OH:43])=[O:42])=[CH:33][CH:32]=1.[O:59]=[C:60]([CH3:66])[CH2:61][CH2:62][C:63]([OH:65])=[O:64].S(Cl)(Cl)=O.[Br:71][CH2:72][CH2:73][OH:74], predict the reaction product. The product is: [C:12]1([C:15]2[CH:16]=[CH:17][CH:18]=[CH:19][CH:20]=2)[CH:11]=[CH:10][C:9]([CH2:8][C@@H:7]([NH:21][C:22](=[O:28])[CH2:23][CH2:24][C:25]([O:74][CH2:73][CH2:72][Br:71])=[O:26])[CH2:6][C@@H:5]([CH3:29])[C:4]([OH:30])=[O:3])=[CH:14][CH:13]=1.[C:31]1([C:53]2[CH:54]=[CH:55][CH:56]=[CH:57][CH:58]=2)[CH:32]=[CH:33][C:34]([CH2:37][C@@H:38]([NH:45][C:46]([O:48][C:49]([CH3:52])([CH3:50])[CH3:51])=[O:47])[CH2:39][C@@H:40]([CH3:44])[C:41]([OH:43])=[O:42])=[CH:35][CH:36]=1.[Br:71][CH2:72][CH2:73][O:64][C:63](=[O:65])[CH2:62][CH2:61][C:60](=[O:59])[CH3:66]. (6) Given the reactants [CH2:1]([O:3][C:4]1[CH:9]=[CH:8][C:7]([F:10])=[CH:6][C:5]=1[C:11]1[C:12]2[NH:19][C:18]([CH3:20])=[C:17]([C:21]([NH:23][CH:24]3[CH2:29][CH2:28][NH:27][CH2:26][CH2:25]3)=[O:22])[C:13]=2[N:14]=[CH:15][N:16]=1)[CH3:2].[CH3:30][O:31][CH2:32][C:33](Cl)=[O:34], predict the reaction product. The product is: [CH2:1]([O:3][C:4]1[CH:9]=[CH:8][C:7]([F:10])=[CH:6][C:5]=1[C:11]1[C:12]2[NH:19][C:18]([CH3:20])=[C:17]([C:21]([NH:23][CH:24]3[CH2:25][CH2:26][N:27]([C:33](=[O:34])[CH2:32][O:31][CH3:30])[CH2:28][CH2:29]3)=[O:22])[C:13]=2[N:14]=[CH:15][N:16]=1)[CH3:2]. (7) The product is: [CH2:16]([O:23][C:24]([C@@H:26]1[CH2:31][CH2:30][C@@H:29]([NH:32][O:33][CH2:34][C:35]2[CH:40]=[CH:39][CH:38]=[CH:37][CH:36]=2)[CH2:28][NH:27]1)=[O:25])[C:17]1[CH:18]=[CH:19][CH:20]=[CH:21][CH:22]=1. Given the reactants C12(CS(O)(=O)=O)C(C)(C)C(CC1)CC2=O.[CH2:16]([O:23][C:24]([C@@H:26]1[CH2:31][CH2:30][C:29](=[N:32][O:33][CH2:34][C:35]2[CH:40]=[CH:39][CH:38]=[CH:37][CH:36]=2)[CH2:28][NH:27]1)=[O:25])[C:17]1[CH:22]=[CH:21][CH:20]=[CH:19][CH:18]=1.B.O1CCCC1, predict the reaction product. (8) Given the reactants [C:1]([C:3]1[C:4]([OH:16])=[C:5]2[C:10](=[C:11](O)[C:12]=1[C:13]#[N:14])[N:9]=[CH:8][CH:7]=[CH:6]2)#[N:2].[CH2:17](Br)[CH2:18][CH2:19][CH3:20].[C:22](=[O:25])([O-])[O-].[K+].[K+].C(O[CH2:32][CH3:33])(=O)C.[CH3:34]N(C=O)C, predict the reaction product. The product is: [CH2:17]([O:16][C:4]1[C:3]([C:1]#[N:2])=[C:12]([C:13]#[N:14])[C:11]([O:25][CH2:22][CH2:34][CH2:32][CH3:33])=[C:10]2[C:5]=1[CH:6]=[CH:7][CH:8]=[N:9]2)[CH2:18][CH2:19][CH3:20]. (9) Given the reactants [C:1]1([C:7]2[S:8][CH:9]=[C:10]([CH2:12][O:13][C:14]3[CH:21]=[CH:20][C:17]([CH2:18]O)=[CH:16][CH:15]=3)[N:11]=2)[CH:6]=[CH:5][CH:4]=[CH:3][CH:2]=1.S(Cl)([Cl:24])=O, predict the reaction product. The product is: [Cl:24][CH2:18][C:17]1[CH:20]=[CH:21][C:14]([O:13][CH2:12][C:10]2[N:11]=[C:7]([C:1]3[CH:6]=[CH:5][CH:4]=[CH:3][CH:2]=3)[S:8][CH:9]=2)=[CH:15][CH:16]=1. (10) Given the reactants [OH:1][CH2:2][CH2:3][N:4](C)[C:5](=O)OC(C)(C)C.[C:13]([Cl:19])(=[O:18])[O:14][CH:15]([CH3:17])[CH3:16].N1C=CC=CC=1, predict the reaction product. The product is: [ClH:19].[C:13](=[O:18])([O:1][CH2:2][CH2:3][NH:4][CH3:5])[O:14][CH:15]([CH3:17])[CH3:16].